Dataset: Forward reaction prediction with 1.9M reactions from USPTO patents (1976-2016). Task: Predict the product of the given reaction. (1) Given the reactants [NH2:1][C:2]1[CH:3]=[C:4]([C:8]2[C:9]([OH:17])=[C:10]([N+:14]([O-:16])=[O:15])[CH:11]=[CH:12][CH:13]=2)[CH:5]=[CH:6][CH:7]=1.[CH3:18][S:19](Cl)(=[O:21])=[O:20].O, predict the reaction product. The product is: [N+:14]([C:10]1[C:9]([OH:17])=[C:8]([C:4]2[CH:5]=[CH:6][CH:7]=[C:2]([NH:1][S:19]([CH3:18])(=[O:21])=[O:20])[CH:3]=2)[CH:13]=[CH:12][CH:11]=1)([O-:16])=[O:15]. (2) The product is: [C:11]([O:10][C:9](=[O:15])[NH:8][C:4]1[CH:5]=[CH:6][CH:7]=[C:2]([O:1][CH2:26][C:25]#[CH:32])[CH:3]=1)([CH3:12])([CH3:14])[CH3:13]. Given the reactants [OH:1][C:2]1[CH:3]=[C:4]([NH:8][C:9](=[O:15])[O:10][C:11]([CH3:14])([CH3:13])[CH3:12])[CH:5]=[CH:6][CH:7]=1.C([O-])([O-])=O.[K+].[K+].[Na+].[I-].Cl[C:25]1[CH:26]=C(C=C[CH:32]=1)CBr, predict the reaction product. (3) Given the reactants C(OC(N1CCC(=C/C=C/C2C=CC=CC=2)CC1)=O)(C)(C)C.C(OP([CH2:31]/[CH:32]=[CH:33]/[C:34]1[CH:35]=[C:36]([CH2:40][N:41]([CH3:43])[CH3:42])[CH:37]=[CH:38][CH:39]=1)(OCC)=O)C.C(P(=O)(OCC)OCC)C=CC1C=CC=CC=1.[CH3:61][C:62]1[N:67]=[C:66]([N:68]2[CH2:73][CH2:72][C:71](=O)[CH2:70][CH2:69]2)[C:65]([N+:75]([O-:77])=[O:76])=[CH:64][CH:63]=1, predict the reaction product. The product is: [CH3:43][N:41]([CH3:42])[CH2:40][C:36]1[CH:37]=[CH:38][CH:39]=[C:34](/[CH:33]=[CH:32]/[CH:31]=[C:71]2[CH2:72][CH2:73][N:68]([C:66]3[C:65]([N+:75]([O-:77])=[O:76])=[CH:64][CH:63]=[C:62]([CH3:61])[N:67]=3)[CH2:69][CH2:70]2)[CH:35]=1. (4) Given the reactants [C:1]([C:5]1[N:10]=[C:9]([O:11][CH3:12])[N:8]=[C:7]([O:13][CH:14]2[CH2:31][CH:30]3[CH:16]([C:17](=[O:37])[N:18]([CH3:36])[CH2:19][CH2:20][CH2:21][CH2:22][CH:23]=[CH:24][CH:25]4[C:27]([C:33]([OH:35])=O)([NH:28][C:29]3=[O:32])[CH2:26]4)[CH2:15]2)[CH:6]=1)([CH3:4])([CH3:3])[CH3:2].CCN=C=NCCCN(C)C.[CH:49]1([S:52]([NH2:55])(=[O:54])=[O:53])[CH2:51][CH2:50]1.C1CCN2C(=NCCC2)CC1.C(O)(=O)CC(CC(O)=O)(C(O)=O)O, predict the reaction product. The product is: [C:1]([C:5]1[N:10]=[C:9]([O:11][CH3:12])[N:8]=[C:7]([O:13][CH:14]2[CH2:31][CH:30]3[CH:16]([C:17](=[O:37])[N:18]([CH3:36])[CH2:19][CH2:20][CH2:21][CH2:22][CH:23]=[CH:24][CH:25]4[C:27]([C:33]([NH:55][S:52]([CH:49]5[CH2:51][CH2:50]5)(=[O:54])=[O:53])=[O:35])([NH:28][C:29]3=[O:32])[CH2:26]4)[CH2:15]2)[CH:6]=1)([CH3:2])([CH3:3])[CH3:4]. (5) Given the reactants [Br:1][C:2]1[CH:10]=[CH:9][C:8]2[N:7]3[CH2:11][CH2:12][C:13](=O)[C:6]3=[CH:5][C:4]=2[CH:3]=1.[C:15]([O:19][C:20]([CH:22]=P(C1C=CC=CC=1)(C1C=CC=CC=1)C1C=CC=CC=1)=[O:21])([CH3:18])([CH3:17])[CH3:16], predict the reaction product. The product is: [Br:1][C:2]1[CH:10]=[CH:9][C:8]2[N:7]3[CH2:11][CH2:12][C:13](=[CH:22][C:20]([O:19][C:15]([CH3:18])([CH3:17])[CH3:16])=[O:21])[C:6]3=[CH:5][C:4]=2[CH:3]=1. (6) Given the reactants [N:1]1[C:10]2[C:5](=[CH:6][C:7]([C:11]([OH:13])=[O:12])=[CH:8][CH:9]=2)[CH:4]=[CH:3][CH:2]=1.[C:14](C1NC=CN=1)(C1NC=CN=1)=O.C[O-].[Na+], predict the reaction product. The product is: [N:1]1[C:10]2[C:5](=[CH:6][C:7]([C:11]([O:13][CH3:14])=[O:12])=[CH:8][CH:9]=2)[CH:4]=[CH:3][CH:2]=1. (7) Given the reactants [NH2:1][CH:2]1[CH2:14][C:13]2[C:12]3[C:7](=[C:8](Br)[CH:9]=[CH:10][CH:11]=3)[N:6]([CH2:16][C:17]([O:19][CH2:20][CH3:21])=[O:18])[C:5]=2[CH2:4][CH2:3]1.C(#N)C.[CH3:25][CH2:26][CH2:27]CCCC, predict the reaction product. The product is: [NH2:1][CH:2]1[CH2:14][C:13]2[C:12]3[C:7](=[C:8]([CH2:27][CH:26]=[CH2:25])[CH:9]=[CH:10][CH:11]=3)[N:6]([CH2:16][C:17]([O:19][CH2:20][CH3:21])=[O:18])[C:5]=2[CH2:4][CH2:3]1.